Dataset: Full USPTO retrosynthesis dataset with 1.9M reactions from patents (1976-2016). Task: Predict the reactants needed to synthesize the given product. Given the product [C:28]([C:2]1[N:3]=[C:4]2[C:10]([C:11]([C:13]3[C:14]([F:27])=[C:15]([NH:20][S:21]([CH2:24][CH2:25][CH3:26])(=[O:22])=[O:23])[CH:16]=[CH:17][C:18]=3[F:19])=[O:12])=[CH:9][NH:8][C:5]2=[N:6][CH:7]=1)#[N:29], predict the reactants needed to synthesize it. The reactants are: Br[C:2]1[N:3]=[C:4]2[C:10]([C:11]([C:13]3[C:14]([F:27])=[C:15]([NH:20][S:21]([CH2:24][CH2:25][CH3:26])(=[O:23])=[O:22])[CH:16]=[CH:17][C:18]=3[F:19])=[O:12])=[CH:9][NH:8][C:5]2=[N:6][CH:7]=1.[CH3:28][N:29](C)C(=O)C.